From a dataset of HIV replication inhibition screening data with 41,000+ compounds from the AIDS Antiviral Screen. Binary Classification. Given a drug SMILES string, predict its activity (active/inactive) in a high-throughput screening assay against a specified biological target. (1) The drug is CN(C)Cc1cc(N=Nc2ccc(Cl)cc2)cc(CN(C)C)c1O.Cl. The result is 0 (inactive). (2) The molecule is O=C1c2ccccc2-c2nc(-c3cccc([N+](=O)[O-])c3)nnc21. The result is 0 (inactive).